From a dataset of Catalyst prediction with 721,799 reactions and 888 catalyst types from USPTO. Predict which catalyst facilitates the given reaction. (1) Reactant: [NH:1]1[C:9]2[C:4](=[CH:5][C:6]([CH:10]([C:15]3[CH:20]=[CH:19][CH:18]=[CH:17][CH:16]=3)[CH2:11][CH2:12][NH:13][CH3:14])=[CH:7][CH:8]=2)[CH:3]=[CH:2]1.[ClH:21]. Product: [ClH:21].[NH:1]1[C:9]2[C:4](=[CH:5][C:6]([CH:10]([C:15]3[CH:16]=[CH:17][CH:18]=[CH:19][CH:20]=3)[CH2:11][CH2:12][NH:13][CH3:14])=[CH:7][CH:8]=2)[CH:3]=[CH:2]1. The catalyst class is: 332. (2) The catalyst class is: 1. Product: [OH:34][CH:33]([C:29]1[N:28]([CH2:27][O:26][CH2:25][CH2:24][Si:23]([CH3:36])([CH3:35])[CH3:22])[CH:32]=[CH:31][N:30]=1)[CH2:1][C:2]([C:4]1[CH:9]=[CH:8][C:7]([C:10]#[N:11])=[CH:6][CH:5]=1)=[O:3]. Reactant: [CH3:1][C:2]([C:4]1[CH:9]=[CH:8][C:7]([C:10]#[N:11])=[CH:6][CH:5]=1)=[O:3].C[Si]([N-][Si](C)(C)C)(C)C.[Li+].[CH3:22][Si:23]([CH3:36])([CH3:35])[CH2:24][CH2:25][O:26][CH2:27][N:28]1[CH:32]=[CH:31][N:30]=[C:29]1[CH:33]=[O:34]. (3) Reactant: [S:1]1[C:5]2[C:6]([C:10]#[N:11])=[CH:7][CH:8]=[CH:9][C:4]=2[N:3]=[CH:2]1.Cl.[NH2:13][OH:14].C(N(CC)CC)C. Product: [OH:14][N:13]=[C:10]([C:6]1[C:5]2[S:1][CH:2]=[N:3][C:4]=2[CH:9]=[CH:8][CH:7]=1)[NH2:11]. The catalyst class is: 8. (4) The catalyst class is: 10. Reactant: [C:1]1([C:7](=O)[C:8]([C:10]2[CH:15]=[CH:14][CH:13]=[CH:12][CH:11]=2)=O)[CH:6]=[CH:5][CH:4]=[CH:3][CH:2]=1.[CH3:17][C:18]1[CH:23]=[CH:22][CH:21]=[C:20]([NH2:24])[C:19]=1[NH2:25].II. Product: [CH3:17][C:18]1[CH:23]=[CH:22][CH:21]=[C:20]2[C:19]=1[N:25]=[C:8]([C:10]1[CH:15]=[CH:14][CH:13]=[CH:12][CH:11]=1)[C:7]([C:1]1[CH:6]=[CH:5][CH:4]=[CH:3][CH:2]=1)=[N:24]2.